The task is: Predict the product of the given reaction.. This data is from Forward reaction prediction with 1.9M reactions from USPTO patents (1976-2016). (1) Given the reactants C(OC([N:8]1[CH2:21][CH:20]2[CH:15]([CH2:16][CH2:17][C:18]3([CH3:26])[C:24](=[O:25])[CH2:23][CH2:22][CH:19]32)[C:14]2([CH3:27])[C:9]1=[CH:10][C:11](=[O:28])[CH2:12][CH2:13]2)=O)(C)(C)C.FC(F)(F)C(O)=O.[OH-].[Na+], predict the reaction product. The product is: [CH3:27][C@:14]12[CH2:13][CH2:12][C:11](=[O:28])[CH:10]=[C:9]1[NH:8][CH2:21][C@@H:20]1[C@@H:15]2[CH2:16][CH2:17][C@:18]2([CH3:26])[C:24](=[O:25])[CH2:23][CH2:22][C@H:19]21. (2) Given the reactants [Cl:1][C:2]1[CH:17]=[CH:16][C:5]([C:6]([NH:8][CH2:9][CH:10]2[CH2:15][CH2:14][O:13][CH2:12][CH2:11]2)=[O:7])=[CH:4][N:3]=1.[NH2:18][NH2:19], predict the reaction product. The product is: [NH:18]([C:2]1[CH:17]=[CH:16][C:5]([C:6]([NH:8][CH2:9][CH:10]2[CH2:15][CH2:14][O:13][CH2:12][CH2:11]2)=[O:7])=[CH:4][N:3]=1)[NH2:19].[ClH:1]. (3) Given the reactants [C:1]([C:3]1[C:12]2[C:7](=[CH:8][CH:9]=[CH:10][CH:11]=2)[C:6]([C:13]2[C:14]([S:19][C:20]([CH3:27])([CH3:26])[C:21]([O:23]CC)=[O:22])=[N:15][CH:16]=[CH:17][CH:18]=2)=[CH:5][CH:4]=1)#[N:2].[OH-].[Na+], predict the reaction product. The product is: [C:1]([C:3]1[C:12]2[C:7](=[CH:8][CH:9]=[CH:10][CH:11]=2)[C:6]([C:13]2[C:14]([S:19][C:20]([CH3:27])([CH3:26])[C:21]([OH:23])=[O:22])=[N:15][CH:16]=[CH:17][CH:18]=2)=[CH:5][CH:4]=1)#[N:2]. (4) Given the reactants [CH2:1]([O:3][C:4]([C:6]1[C:10]2[N:11]=[CH:12][N:13]=[C:14](Cl)[C:9]=2[NH:8][CH:7]=1)=[O:5])[CH3:2].[CH:16]1([CH2:19][O:20][C:21]2[CH:26]=[C:25]([O:27][CH3:28])[C:24]([F:29])=[CH:23][C:22]=2B2OC(C)(C)C(C)(C)O2)[CH2:18][CH2:17]1, predict the reaction product. The product is: [CH2:1]([O:3][C:4]([C:6]1[C:10]2[N:11]=[CH:12][N:13]=[C:14]([C:22]3[CH:23]=[C:24]([F:29])[C:25]([O:27][CH3:28])=[CH:26][C:21]=3[O:20][CH2:19][CH:16]3[CH2:18][CH2:17]3)[C:9]=2[NH:8][CH:7]=1)=[O:5])[CH3:2]. (5) Given the reactants [CH3:1][O-].[Na+].[N:4]#[C:5][NH2:6].[N:7]([C:10]1[CH:15]=[CH:14][C:13]([C:16]([N:18]2[CH2:23][CH2:22][O:21][CH2:20][CH2:19]2)=[O:17])=[CH:12][CH:11]=1)=[C:8]=[S:9].IC, predict the reaction product. The product is: [C:5](/[N:6]=[C:8](\[S:9][CH3:1])/[NH:7][C:10]1[CH:15]=[CH:14][C:13]([C:16]([N:18]2[CH2:23][CH2:22][O:21][CH2:20][CH2:19]2)=[O:17])=[CH:12][CH:11]=1)#[N:4].